From a dataset of NCI-60 drug combinations with 297,098 pairs across 59 cell lines. Regression. Given two drug SMILES strings and cell line genomic features, predict the synergy score measuring deviation from expected non-interaction effect. (1) Drug 1: CC1C(C(CC(O1)OC2CC(CC3=C2C(=C4C(=C3O)C(=O)C5=C(C4=O)C(=CC=C5)OC)O)(C(=O)C)O)N)O.Cl. Drug 2: CC1CCC2CC(C(=CC=CC=CC(CC(C(=O)C(C(C(=CC(C(=O)CC(OC(=O)C3CCCCN3C(=O)C(=O)C1(O2)O)C(C)CC4CCC(C(C4)OC)OCCO)C)C)O)OC)C)C)C)OC. Cell line: SF-295. Synergy scores: CSS=53.8, Synergy_ZIP=5.41, Synergy_Bliss=5.41, Synergy_Loewe=6.59, Synergy_HSA=11.5. (2) Drug 1: CCN(CC)CCNC(=O)C1=C(NC(=C1C)C=C2C3=C(C=CC(=C3)F)NC2=O)C. Drug 2: C1=NC2=C(N1)C(=S)N=CN2. Cell line: OVCAR-8. Synergy scores: CSS=34.7, Synergy_ZIP=-6.62, Synergy_Bliss=-0.648, Synergy_Loewe=-6.44, Synergy_HSA=1.34.